Binary Classification. Given a T-cell receptor sequence (or CDR3 region) and an epitope sequence, predict whether binding occurs between them. From a dataset of TCR-epitope binding with 47,182 pairs between 192 epitopes and 23,139 TCRs. (1) Result: 1 (the TCR binds to the epitope). The TCR CDR3 sequence is CATSDYNQPQHF. The epitope is TLIGDCATV. (2) The epitope is RPHERNGFTVL. The TCR CDR3 sequence is CASSPGPEAFF. Result: 0 (the TCR does not bind to the epitope). (3) The epitope is RAKFKQLL. The TCR CDR3 sequence is CASRGAGELFF. Result: 1 (the TCR binds to the epitope). (4) The epitope is DPFRLLQNSQVFS. The TCR CDR3 sequence is CASSEYIAGYTF. Result: 0 (the TCR does not bind to the epitope). (5) The epitope is KLGGALQAK. The TCR CDR3 sequence is CASSVRTSGGTDTQYF. Result: 0 (the TCR does not bind to the epitope). (6) The epitope is LLLGIGILV. The TCR CDR3 sequence is CASSPGWANTGELFF. Result: 1 (the TCR binds to the epitope). (7) The epitope is YLKLTDNVYIK. The TCR CDR3 sequence is CASSETDANTEAFF. Result: 0 (the TCR does not bind to the epitope).